The task is: Predict which catalyst facilitates the given reaction.. This data is from Catalyst prediction with 721,799 reactions and 888 catalyst types from USPTO. (1) Reactant: [F:1][CH:2]([F:18])[O:3][C:4]1[CH:9]=[CH:8][C:7]([CH2:10][O:11][CH3:12])=[CH:6][C:5]=1[CH:13]1OCC[O:14]1.CC(C)=O.Cl. Product: [F:1][CH:2]([F:18])[O:3][C:4]1[CH:9]=[CH:8][C:7]([CH2:10][O:11][CH3:12])=[CH:6][C:5]=1[CH:13]=[O:14]. The catalyst class is: 25. (2) Reactant: [Cl:1][C:2]1[CH:3]=[N:4][CH:5]=[C:6]([Cl:25])[C:7]=1[S:8][C:9]1[S:13][C:12]([C:14]([NH:16][CH:17]2[CH2:21][CH2:20][NH:19][CH2:18]2)=[O:15])=[CH:11][C:10]=1[N+:22]([O-:24])=[O:23].[CH:26]1(OCCO[Si](C)(C)C)[CH2:28][CH2:27]1.C(O)(=O)C.[C-]#N.[BH4-].[Na+]. Product: [CH:26]1([N:19]2[CH2:20][CH2:21][CH:17]([NH:16][C:14]([C:12]3[S:13][C:9]([S:8][C:7]4[C:6]([Cl:25])=[CH:5][N:4]=[CH:3][C:2]=4[Cl:1])=[C:10]([N+:22]([O-:24])=[O:23])[CH:11]=3)=[O:15])[CH2:18]2)[CH2:28][CH2:27]1. The catalyst class is: 5. (3) Reactant: [NH:1]1[CH:5]=[CH:4][CH:3]=[C:2]1[C:6]([OH:8])=O.[CH2:9]([NH:11][CH2:12][CH3:13])[CH3:10]. Product: [CH2:9]([N:11]([CH2:12][CH3:13])[C:6]([C:2]1[NH:1][CH:5]=[CH:4][CH:3]=1)=[O:8])[CH3:10]. The catalyst class is: 4. (4) Reactant: [CH3:1][C:2]1[CH:7]=[CH:6][C:5]([OH:8])=[CH:4][C:3]=1[N+:9]([O-:11])=[O:10].[N+:12]([O-])([OH:14])=[O:13]. Product: [CH3:1][C:2]1[CH:7]=[CH:6][C:5]([OH:8])=[C:4]([N+:12]([O-:14])=[O:13])[C:3]=1[N+:9]([O-:11])=[O:10]. The catalyst class is: 86. (5) Reactant: [CH2:1]([NH:8][C:9]([CH:11]1[CH2:14][C:13](=[O:15])[CH2:12]1)=O)[C:2]1[CH:7]=[CH:6][CH:5]=[CH:4][CH:3]=1.[H-].[H-].[H-].[H-].[Li+].[Al+3].[OH-].[Na+].O. Product: [CH2:1]([NH:8][CH2:9][C@@H:11]1[CH2:14][C@H:13]([OH:15])[CH2:12]1)[C:2]1[CH:7]=[CH:6][CH:5]=[CH:4][CH:3]=1. The catalyst class is: 1. (6) Reactant: [Cl-:1].[Cr+3:2].N1C2C=CC=CC=2N=C1CNCC1NC2C=CC=CC=2N=1.[Cl-].[Cl-].[NH:26]1[C:30]2[CH:31]=[CH:32][CH:33]=[CH:34][C:29]=2[N:28]=[C:27]1[CH2:35][O:36][CH2:37][C:38]1[NH:42][C:41]2[CH:43]=[CH:44][CH:45]=[CH:46][C:40]=2[N:39]=1.[K+].[Br-]. The catalyst class is: 1. Product: [Cl-:1].[Cr+3:2].[NH:26]1[C:30]2[CH:31]=[CH:32][CH:33]=[CH:34][C:29]=2[N:28]=[C:27]1[CH2:35][O:36][CH2:37][C:38]1[NH:39][C:40]2[CH:46]=[CH:45][CH:44]=[CH:43][C:41]=2[N:42]=1.[Cl-:1].[Cl-:1]. (7) The catalyst class is: 25. Product: [NH2:38][C:7]1[N:8]=[C:9]([C:23]2[CH:24]=[CH:25][CH:26]=[CH:27][CH:28]=2)[C:10]([C:13]2[CH:18]=[CH:17][C:16](=[O:19])[N:15]([CH:20]([CH3:21])[CH3:22])[N:14]=2)=[CH:11][CH:12]=1. Reactant: CC(O[C:7]1[CH:12]=[CH:11][C:10]([C:13]2[CH:18]=[CH:17][C:16](=[O:19])[N:15]([CH:20]([CH3:22])[CH3:21])[N:14]=2)=[C:9]([C:23]2[CH:28]=[CH:27][CH:26]=[CH:25][CH:24]=2)[N:8]=1)C(N)=O.C([O-])([O-])=O.[K+].[K+].O.Cl.C[N:38](C=O)C.